The task is: Predict the reaction yield, written as a fraction of the theoretical maximum amount of product (1.0 means a 100% yield; for example, 0.34 means a 34% yield).. This data is from Reaction yield outcomes from USPTO patents with 853,638 reactions. (1) The reactants are [F:1][C:2]1[CH:7]=[CH:6][C:5]([C:8]2[CH:12]=[C:11]([CH2:13][CH2:14][OH:15])[NH:10][N:9]=2)=[CH:4][CH:3]=1.C1C(=O)N([I:23])C(=O)C1. The catalyst is CN(C=O)C. The product is [F:1][C:2]1[CH:3]=[CH:4][C:5]([C:8]2[C:12]([I:23])=[C:11]([CH2:13][CH2:14][OH:15])[NH:10][N:9]=2)=[CH:6][CH:7]=1. The yield is 0.890. (2) The reactants are [CH3:1][O:2][C:3]1[CH:8]=[CH:7][CH:6]=[CH:5][C:4]=1[C:9]1[C:17]2[C:12](=[N:13][CH:14]=[C:15](B3OC(C)(C)C(C)(C)O3)[CH:16]=2)[N:11](COCC[Si](C)(C)C)C=1.C[O:36][C:37]([C:39]1[S:43][C:42](Br)=[N:41][CH:40]=1)=[O:38].C(#[N:47])C.C([O-])([O-])=O.[Na+].[Na+]. The catalyst is CCOCC. The product is [CH3:1][O:2][C:3]1[CH:8]=[CH:7][CH:6]=[CH:5][C:4]=1[C:9]1[C:17]2[C:12](=[N:13][CH:14]=[C:15]([C:42]3[S:43][C:39]([C:37]([OH:36])=[O:38])=[CH:40][N:41]=3)[CH:16]=2)[NH:11][N:47]=1. The yield is 0.810. (3) The reactants are [CH:1]12[O:6][CH:5]1[CH2:4][N:3]([C:7]([O:9][CH2:10][C:11]1[CH:16]=[CH:15][CH:14]=[CH:13][CH:12]=1)=[O:8])[CH2:2]2.S(=O)(=O)(O)O.[CH3:22][OH:23]. No catalyst specified. The product is [OH:23][C@H:22]1[C@H:1]([O:6][CH3:5])[CH2:2][N:3]([C:7]([O:9][CH2:10][C:11]2[CH:16]=[CH:15][CH:14]=[CH:13][CH:12]=2)=[O:8])[CH2:4]1. The yield is 0.698. (4) The reactants are [O:1]=[C:2]1[C@@H:8]2[C@@H:4]([CH2:5][CH2:6][NH:7]2)[N:3]1[S:9]([OH:12])(=[O:11])=[O:10].C(=O)(O)[O-].[Na+].O=C1CCC(=O)N1[O:25][C:26]([NH:28][CH:29]1[CH2:37][CH2:36][CH2:35][CH2:34][N:33]([C:38]([O:40][CH2:41][C:42]2[CH:47]=[CH:46][CH:45]=[CH:44][CH:43]=2)=[O:39])[CH2:32][CH2:31][CH2:30]1)=O. The catalyst is O.C(#N)C. The product is [CH2:41]([O:40][C:38]([N:33]1[CH2:34][CH2:35][CH2:36][CH2:37][CH:29]([NH:28][C:26]([N:7]2[CH2:6][CH2:5][C@@H:4]3[C@H:8]2[C:2](=[O:1])[N:3]3[S:9]([OH:12])(=[O:11])=[O:10])=[O:25])[CH2:30][CH2:31][CH2:32]1)=[O:39])[C:42]1[CH:47]=[CH:46][CH:45]=[CH:44][CH:43]=1. The yield is 0.430. (5) The reactants are C([O:8][P:9]([CH2:19][C@H:20]([CH2:25][C@@H:26]([F:31])[C:27]([O:29]C)=[O:28])[C:21]([O:23]C)=[O:22])([O:11]CC1C=CC=CC=1)=[O:10])C1C=CC=CC=1. The catalyst is O.FC(F)(F)C(O)=O. The product is [F:31][C@H:26]([CH2:25][C@@H:20]([CH2:19][P:9]([OH:10])([OH:11])=[O:8])[C:21]([OH:23])=[O:22])[C:27]([OH:29])=[O:28]. The yield is 0.490. (6) The reactants are [CH2:1]([NH:5][CH2:6][CH2:7][NH2:8])[CH2:2][CH2:3][CH3:4].C(O[C:12](=[O:18])[C:13]([O:15]CC)=O)C. The catalyst is C(O)(C)C. The product is [CH2:1]([N:5]1[CH2:6][CH2:7][NH:8][C:12](=[O:18])[C:13]1=[O:15])[CH2:2][CH2:3][CH3:4]. The yield is 0.440. (7) The product is [NH2:11][C:4]1[CH:3]=[C:2]([Cl:1])[CH:10]=[CH:9][C:5]=1[C:6]([NH:23][S:20]([C:14]1[CH:19]=[CH:18][CH:17]=[CH:16][CH:15]=1)(=[O:22])=[O:21])=[O:8]. The catalyst is CN(C1C=CN=CC=1)C.C(Cl)Cl. The reactants are [Cl:1][C:2]1[CH:10]=[CH:9][C:5]([C:6]([OH:8])=O)=[C:4]([N+:11]([O-])=O)[CH:3]=1.[C:14]1([S:20]([NH2:23])(=[O:22])=[O:21])[CH:19]=[CH:18][CH:17]=[CH:16][CH:15]=1.CCN=C=NCCCN(C)C.Cl. The yield is 0.930.